From a dataset of Catalyst prediction with 721,799 reactions and 888 catalyst types from USPTO. Predict which catalyst facilitates the given reaction. (1) Reactant: [Br:1][C:2]1[CH:7]=[CH:6][CH:5]=[C:4]([NH2:8])[C:3]=1[NH2:9].[Cl:10][Sn]Cl.CO[C:15](OC)(OC)[CH3:16]. Product: [Br:1][C:2]1[C:3]2[N:9]=[C:15]([CH3:16])[NH:8][C:4]=2[CH:5]=[C:6]([Cl:10])[CH:7]=1. The catalyst class is: 14. (2) Reactant: CCN(S(F)(F)[F:7])CC.O[C:11]1([C:39]2[S:40][CH:41]=[CH:42][N:43]=2)[CH2:16][CH2:15][CH:14]([N:17]2[CH2:21][CH2:20][C@@H:19]([NH:22][C:23](=[O:38])[CH2:24][NH:25][C:26](=[O:37])[C:27]3[CH:32]=[CH:31][CH:30]=[C:29]([C:33]([F:36])([F:35])[F:34])[CH:28]=3)[CH2:18]2)[CH2:13][CH2:12]1.O.CCOC(C)=O. Product: [F:7][C:11]1([C:39]2[S:40][CH:41]=[CH:42][N:43]=2)[CH2:16][CH2:15][CH:14]([N:17]2[CH2:21][CH2:20][C@@H:19]([NH:22][C:23](=[O:38])[CH2:24][NH:25][C:26](=[O:37])[C:27]3[CH:32]=[CH:31][CH:30]=[C:29]([C:33]([F:36])([F:35])[F:34])[CH:28]=3)[CH2:18]2)[CH2:13][CH2:12]1. The catalyst class is: 2. (3) Reactant: I[C:2]1[C:3]([NH2:14])=[CH:4][C:5]([N:8]2[CH2:13][CH2:12][O:11][CH2:10][CH2:9]2)=[N:6][CH:7]=1.[F:15][CH:16]([F:34])[O:17][C:18]1[CH:23]=[CH:22][C:21](B2OC(C)(C)C(C)(C)O2)=[CH:20][C:19]=1[F:33].C1(P(C2CCCCC2)C2CCCCC2)CCCCC1.[O-]P([O-])([O-])=O.[K+].[K+].[K+]. Product: [F:34][CH:16]([F:15])[O:17][C:18]1[CH:23]=[CH:22][C:21]([C:2]2[C:3]([NH2:14])=[CH:4][C:5]([N:8]3[CH2:13][CH2:12][O:11][CH2:10][CH2:9]3)=[N:6][CH:7]=2)=[CH:20][C:19]=1[F:33]. The catalyst class is: 552. (4) Reactant: [F:1][C:2]1[CH:3]=[C:4]([CH2:8][CH2:9][C@H:10]2[CH2:14][CH2:13][CH2:12][NH:11]2)[CH:5]=[CH:6][CH:7]=1.[C:15](Cl)(=[O:17])[CH3:16]. Product: [F:1][C:2]1[CH:3]=[C:4]([CH2:8][CH2:9][C@H:10]2[CH2:14][CH2:13][CH2:12][N:11]2[C:15](=[O:17])[CH3:16])[CH:5]=[CH:6][CH:7]=1. The catalyst class is: 2. (5) Reactant: [OH:1][CH2:2][C:3]1[C:8]([CH3:9])=[CH:7][CH:6]=[CH:5][C:4]=1[N:10]1[C:14](=[O:15])[N:13]([CH3:16])[N:12]=[N:11]1.[H-].[Na+].[Br:19][C:20]1[N:24]=[C:23](Cl)[S:22][N:21]=1.C(=O)(O)[O-].[Na+]. Product: [Br:19][C:20]1[N:24]=[C:23]([O:1][CH2:2][C:3]2[C:8]([CH3:9])=[CH:7][CH:6]=[CH:5][C:4]=2[N:10]2[C:14](=[O:15])[N:13]([CH3:16])[N:12]=[N:11]2)[S:22][N:21]=1. The catalyst class is: 216.